From a dataset of Catalyst prediction with 721,799 reactions and 888 catalyst types from USPTO. Predict which catalyst facilitates the given reaction. Reactant: Br[C:2]1[CH:7]=[CH:6][C:5]([C:8]2[N:9]3[N:16]=[C:15]([CH3:17])[C:14]([N:18]4[C:22]([CH3:23])=[N:21][C:20]([CH3:24])=[N:19]4)=[C:10]3[O:11][C:12]=2[CH3:13])=[C:4]([CH3:25])[CH:3]=1.COC1C2[C:32](=[C:33]3C(=CC=2)C(OC)=C[CH:35]=[N:34]3)[N:31]=CC=1.N1C=CN=C1.C([O-])([O-])=O.[Cs+].[Cs+]. Product: [N:31]1([C:2]2[CH:7]=[CH:6][C:5]([C:8]3[N:9]4[N:16]=[C:15]([CH3:17])[C:14]([N:18]5[C:22]([CH3:23])=[N:21][C:20]([CH3:24])=[N:19]5)=[C:10]4[O:11][C:12]=3[CH3:13])=[C:4]([CH3:25])[CH:3]=2)[CH:32]=[CH:33][N:34]=[CH:35]1. The catalyst class is: 37.